Dataset: Forward reaction prediction with 1.9M reactions from USPTO patents (1976-2016). Task: Predict the product of the given reaction. (1) Given the reactants Cl.[C:2]1([O:12][CH:13]2[CH2:19][CH2:18][NH:17][CH2:16][C:15]3[O:20][C:21]([CH3:23])=[CH:22][C:14]2=3)[C:11]2[C:6](=[CH:7][CH:8]=[CH:9][CH:10]=2)[CH:5]=[CH:4][CH:3]=1.C(N(CC)CC)C.[C:31](O)(=[O:38])[C:32]1[CH:37]=[CH:36][CH:35]=[N:34][CH:33]=1.ON1C2C=CC=CC=2N=N1, predict the reaction product. The product is: [C:2]1([O:12][CH:13]2[CH2:19][CH2:18][N:17]([C:31]([C:32]3[CH:33]=[N:34][CH:35]=[CH:36][CH:37]=3)=[O:38])[CH2:16][C:15]3[O:20][C:21]([CH3:23])=[CH:22][C:14]2=3)[C:11]2[C:6](=[CH:7][CH:8]=[CH:9][CH:10]=2)[CH:5]=[CH:4][CH:3]=1. (2) Given the reactants [CH2:1]1[CH2:34][O:33][C:3]2([CH2:24][CH2:23][C@@:22]3([CH3:25])[C:5](=[CH:6][C:7](=[O:30])[C@@H:8]4[C@@H:21]3[CH2:20][CH2:19][C@@:13]3([C:14]([CH3:18])([CH3:17])[O:15][SiH3:16])[C@H:9]4[CH2:10][CH2:11][C@@H:12]3[C:26]([CH3:29])([CH3:28])[CH3:27])[C:4]2([CH3:32])[CH3:31])[O:2]1, predict the reaction product. The product is: [CH2:34]1[CH2:1][O:2][C:3]2([CH2:24][CH2:23][C@@:22]3([CH3:25])[CH:5]([CH2:6][C:7](=[O:30])[C@@H:8]4[C@@H:21]3[CH2:20][CH2:19][C@@:13]3([C:14]([CH3:17])([CH3:18])[O:15][SiH3:16])[C@H:9]4[CH2:10][CH2:11][C@@H:12]3[C:26]([CH3:29])([CH3:28])[CH3:27])[C:4]2([CH3:32])[CH3:31])[O:33]1.